Dataset: NCI-60 drug combinations with 297,098 pairs across 59 cell lines. Task: Regression. Given two drug SMILES strings and cell line genomic features, predict the synergy score measuring deviation from expected non-interaction effect. Drug 2: CC1C(C(CC(O1)OC2CC(CC3=C2C(=C4C(=C3O)C(=O)C5=CC=CC=C5C4=O)O)(C(=O)C)O)N)O. Synergy scores: CSS=50.7, Synergy_ZIP=5.78, Synergy_Bliss=4.76, Synergy_Loewe=-4.50, Synergy_HSA=3.58. Drug 1: CC(C)(C#N)C1=CC(=CC(=C1)CN2C=NC=N2)C(C)(C)C#N. Cell line: MOLT-4.